This data is from Merck oncology drug combination screen with 23,052 pairs across 39 cell lines. The task is: Regression. Given two drug SMILES strings and cell line genomic features, predict the synergy score measuring deviation from expected non-interaction effect. (1) Synergy scores: synergy=-45.9. Cell line: MSTO. Drug 1: O=c1[nH]cc(F)c(=O)[nH]1. Drug 2: C#Cc1cccc(Nc2ncnc3cc(OCCOC)c(OCCOC)cc23)c1. (2) Cell line: A2058. Synergy scores: synergy=26.6. Drug 1: CN(C)C(=N)N=C(N)N. Drug 2: COC1CC2CCC(C)C(O)(O2)C(=O)C(=O)N2CCCCC2C(=O)OC(C(C)CC2CCC(OP(C)(C)=O)C(OC)C2)CC(=O)C(C)C=C(C)C(O)C(OC)C(=O)C(C)CC(C)C=CC=CC=C1C. (3) Drug 1: N#Cc1ccc(Cn2cncc2CN2CCN(c3cccc(Cl)c3)C(=O)C2)cc1. Drug 2: C#Cc1cccc(Nc2ncnc3cc(OCCOC)c(OCCOC)cc23)c1. Cell line: LOVO. Synergy scores: synergy=24.5. (4) Drug 1: O=S1(=O)NC2(CN1CC(F)(F)F)C1CCC2Cc2cc(C=CCN3CCC(C(F)(F)F)CC3)ccc2C1. Drug 2: COc1cccc2c1C(=O)c1c(O)c3c(c(O)c1C2=O)CC(O)(C(=O)CO)CC3OC1CC(N)C(O)C(C)O1. Cell line: T47D. Synergy scores: synergy=16.8.